This data is from Reaction yield outcomes from USPTO patents with 853,638 reactions. The task is: Predict the reaction yield, written as a fraction of the theoretical maximum amount of product (1.0 means a 100% yield; for example, 0.34 means a 34% yield). (1) The product is [F:23][C:13]1[CH:12]=[C:11]([N:5]([CH2:4][CH:3]=[O:2])[C:6](=[O:10])[O:7][CH2:8][CH3:9])[CH:16]=[CH:15][C:14]=1[N:17]1[CH2:22][CH2:21][O:20][CH2:19][CH2:18]1. The reactants are C[O:2][CH:3](OC)[CH2:4][N:5]([C:11]1[CH:16]=[CH:15][C:14]([N:17]2[CH2:22][CH2:21][O:20][CH2:19][CH2:18]2)=[C:13]([F:23])[CH:12]=1)[C:6](=[O:10])[O:7][CH2:8][CH3:9].Cl. The yield is 0.600. The catalyst is CC#N. (2) The reactants are Br[C:2]1[CH:19]=[CH:18][C:5]([O:6][C:7]2[C:8]3[CH:15]=[CH:14][C:13]([O:16][CH3:17])=[CH:12][C:9]=3[S:10][CH:11]=2)=[CH:4][CH:3]=1.[C:20]([O:24][C:25]([CH3:28])([CH3:27])[CH3:26])(=[O:23])[CH:21]=[CH2:22].C(N(CC)CC)C. The catalyst is CN(C=O)C.C(Cl)Cl.O.Cl[Pd](Cl)([P](C1C=CC=CC=1)(C1C=CC=CC=1)C1C=CC=CC=1)[P](C1C=CC=CC=1)(C1C=CC=CC=1)C1C=CC=CC=1. The product is [CH3:17][O:16][C:13]1[CH:14]=[CH:15][C:8]2[C:7]([O:6][C:5]3[CH:18]=[CH:19][C:2](/[CH:22]=[CH:21]/[C:20]([O:24][C:25]([CH3:28])([CH3:27])[CH3:26])=[O:23])=[CH:3][CH:4]=3)=[CH:11][S:10][C:9]=2[CH:12]=1. The yield is 0.660. (3) The reactants are [N+:1]([C:4]1[CH:27]=[CH:26][C:25]([N:28]2[CH2:33][CH2:32][CH2:31][CH2:30][CH2:29]2)=[CH:24][C:5]=1[C:6]([NH:8][C:9]1[NH:10][N:11]=[C:12]([C:14]2[CH:19]=[CH:18][CH:17]=[C:16]([C:20]([F:23])([F:22])[F:21])[CH:15]=2)[N:13]=1)=[O:7])([O-])=O. The catalyst is CO.[Pd]. The product is [NH2:1][C:4]1[CH:27]=[CH:26][C:25]([N:28]2[CH2:33][CH2:32][CH2:31][CH2:30][CH2:29]2)=[CH:24][C:5]=1[C:6]([NH:8][C:9]1[NH:10][N:11]=[C:12]([C:14]2[CH:19]=[CH:18][CH:17]=[C:16]([C:20]([F:23])([F:21])[F:22])[CH:15]=2)[N:13]=1)=[O:7]. The yield is 0.410. (4) The reactants are [Cl:1][C:2]1[CH:3]=[C:4]([CH:8]2[O:12]C(=O)[N:10]([C:14]([O:16][C:17]([CH3:20])([CH3:19])[CH3:18])=[O:15])[CH:9]2[CH2:21][C:22]2[CH:27]=[CH:26][C:25]([CH2:28][C:29]([F:35])([F:34])[C:30]([F:33])([F:32])[F:31])=[CH:24][CH:23]=2)[CH:5]=[CH:6][CH:7]=1.[OH-].[Na+]. The catalyst is CO.O1CCCC1.O. The product is [Cl:1][C:2]1[CH:3]=[C:4]([CH:8]([OH:12])[CH:9]([NH:10][C:14](=[O:15])[O:16][C:17]([CH3:18])([CH3:19])[CH3:20])[CH2:21][C:22]2[CH:23]=[CH:24][C:25]([CH2:28][C:29]([F:35])([F:34])[C:30]([F:33])([F:32])[F:31])=[CH:26][CH:27]=2)[CH:5]=[CH:6][CH:7]=1. The yield is 0.830.